Predict the reactants needed to synthesize the given product. From a dataset of Full USPTO retrosynthesis dataset with 1.9M reactions from patents (1976-2016). Given the product [C:1]([O:5][C:6]([N:8]1[CH2:12][C@@H:11]([CH2:13][N:14]([CH:31]([CH3:32])[CH3:33])[C:15](=[O:30])[C:16]2[CH:21]=[CH:20][C:19]([O:22][CH3:23])=[C:18]([O:24][CH2:25][CH2:26][CH2:27][O:28][CH3:29])[CH:17]=2)[C@H:10]([NH:34][S:43]([CH2:42][C:39]2[CH:40]=[CH:41][C:36]([F:35])=[CH:37][CH:38]=2)(=[O:44])=[O:45])[CH2:9]1)=[O:7])([CH3:3])([CH3:4])[CH3:2], predict the reactants needed to synthesize it. The reactants are: [C:1]([O:5][C:6]([N:8]1[CH2:12][C@@H:11]([CH2:13][N:14]([CH:31]([CH3:33])[CH3:32])[C:15](=[O:30])[C:16]2[CH:21]=[CH:20][C:19]([O:22][CH3:23])=[C:18]([O:24][CH2:25][CH2:26][CH2:27][O:28][CH3:29])[CH:17]=2)[C@H:10]([NH2:34])[CH2:9]1)=[O:7])([CH3:4])([CH3:3])[CH3:2].[F:35][C:36]1[CH:41]=[CH:40][C:39]([CH2:42][S:43](Cl)(=[O:45])=[O:44])=[CH:38][CH:37]=1.CC#N.O.CC#N.